Dataset: Reaction yield outcomes from USPTO patents with 853,638 reactions. Task: Predict the reaction yield, written as a fraction of the theoretical maximum amount of product (1.0 means a 100% yield; for example, 0.34 means a 34% yield). (1) The reactants are [CH3:1][O:2][C:3]1[CH:4]=[C:5]([CH:14]=[CH:15][C:16]=1[O:17][CH3:18])[C:6]([CH2:8][C:9]([O:11]CC)=O)=O.[C:19]1([NH:25][NH2:26])[CH:24]=[CH:23][CH:22]=[CH:21][CH:20]=1. The catalyst is C(O)C. The product is [CH3:1][O:2][C:3]1[CH:4]=[C:5]([C:6]2[CH2:8][C:9](=[O:11])[N:25]([C:19]3[CH:24]=[CH:23][CH:22]=[CH:21][CH:20]=3)[N:26]=2)[CH:14]=[CH:15][C:16]=1[O:17][CH3:18]. The yield is 0.220. (2) The reactants are [C:1]([C:5]1[NH:23][C:8]2=[C:9]([C:21]#[N:22])[C:10]([CH3:20])=[C:11]([C:14]3[CH:19]=[CH:18][CH:17]=[CH:16][CH:15]=3)[C:12](=O)[N:7]2[N:6]=1)([CH3:4])([CH3:3])[CH3:2].P(Cl)(Cl)([Cl:26])=O. No catalyst specified. The product is [C:1]([C:5]1[N:23]=[C:8]2[C:9]([C:21]#[N:22])=[C:10]([CH3:20])[C:11]([C:14]3[CH:19]=[CH:18][CH:17]=[CH:16][CH:15]=3)=[C:12]([Cl:26])[N:7]2[N:6]=1)([CH3:4])([CH3:3])[CH3:2]. The yield is 1.00. (3) The reactants are [CH2:1]([O:3][C:4]([C@H:6]1[CH2:11][CH2:10][C@@H:9]([NH:12][NH:13]C(OC(C)(C)C)=O)[CH2:8][CH2:7]1)=[O:5])[CH3:2].O1CCOCC1.[ClH:27]. No catalyst specified. The product is [ClH:27].[CH2:1]([O:3][C:4]([C@H:6]1[CH2:11][CH2:10][C@@H:9]([NH:12][NH2:13])[CH2:8][CH2:7]1)=[O:5])[CH3:2]. The yield is 1.00. (4) The reactants are Cl[C:2]1[N:10]=[C:9]2[C:5]([N:6]=[C:7]([CH2:13][N:14]3[CH2:19][CH2:18][CH:17]([N:20]4[CH2:24][CH2:23][CH2:22][C:21]4=[O:25])[CH2:16][CH2:15]3)[N:8]2[CH2:11][CH3:12])=[C:4]([N:26]2[CH2:31][CH2:30][O:29][CH2:28][CH2:27]2)[N:3]=1.[Si]([N:39]1[C:47]2[C:42](=[C:43](B(O)O)[C:44]([F:48])=[CH:45][CH:46]=2)[CH:41]=[CH:40]1)(C(C)(C)C)(C)C.C(=O)([O-])[O-].[Cs+].[Cs+]. The catalyst is O1CCOCC1.O.C1C=CC([P]([Pd]([P](C2C=CC=CC=2)(C2C=CC=CC=2)C2C=CC=CC=2)([P](C2C=CC=CC=2)(C2C=CC=CC=2)C2C=CC=CC=2)[P](C2C=CC=CC=2)(C2C=CC=CC=2)C2C=CC=CC=2)(C2C=CC=CC=2)C2C=CC=CC=2)=CC=1. The product is [CH2:11]([N:8]1[C:7]([CH2:13][N:14]2[CH2:19][CH2:18][CH:17]([N:20]3[CH2:24][CH2:23][CH2:22][C:21]3=[O:25])[CH2:16][CH2:15]2)=[N:6][C:5]2[C:9]1=[N:10][C:2]([N:39]1[C:47]3[C:42](=[CH:43][C:44]([F:48])=[CH:45][CH:46]=3)[CH:41]=[CH:40]1)=[N:3][C:4]=2[N:26]1[CH2:27][CH2:28][O:29][CH2:30][CH2:31]1)[CH3:12]. The yield is 0.0900. (5) The reactants are C([O:5][C:6](=O)[CH2:7][O:8][C@H:9]1[CH2:27][O:26][C:12]2=[CH:13][CH:14]=[C:15]3[C:19]([N:18]([CH2:20][C@@H:21]([N:23]=[N+]=[N-])[CH3:22])[N:17]=[CH:16]3)=[C:11]2[CH2:10]1)(C)(C)C.[H-].[Al+3].[Li+].[H-].[H-].[H-].CO.[ClH:37]. The catalyst is C1COCC1. The product is [ClH:37].[ClH:37].[NH2:23][C@@H:21]([CH3:22])[CH2:20][N:18]1[C:19]2[C:15](=[CH:14][CH:13]=[C:12]3[O:26][CH2:27][C@H:9]([O:8][CH2:7][CH2:6][OH:5])[CH2:10][C:11]3=2)[CH:16]=[N:17]1. The yield is 0.590. (6) The reactants are N1CCCCC1.C1C2C(COC(=O)[NH:23][CH2:24][CH2:25][CH2:26][CH2:27][CH2:28][CH2:29][CH2:30][CH2:31][CH2:32][CH2:33][C:34](=[O:69])[NH:35][C:36]3[CH:41]=[CH:40][CH:39]=[C:38]([CH3:42])[C:37]=3[C:43]3[CH:48]=[CH:47][CH:46]=[C:45]([S:49]([C:52]4[CH:56]=[C:55]([C:57]([NH:59][C:60]([O:62][C:63]([CH3:66])([CH3:65])[CH3:64])=[O:61])=[NH:58])[S:54][C:53]=4[S:67][CH3:68])(=[O:51])=[O:50])[CH:44]=3)C3C(=CC=CC=3)C=2C=CC=1. The product is [C:63]([O:62][C:60](=[O:61])[NH:59][C:57]([C:55]1[S:54][C:53]([S:67][CH3:68])=[C:52]([S:49]([C:45]2[CH:44]=[C:43]([C:37]3[C:38]([CH3:42])=[CH:39][CH:40]=[CH:41][C:36]=3[NH:35][C:34](=[O:69])[CH2:33][CH2:32][CH2:31][CH2:30][CH2:29][CH2:28][CH2:27][CH2:26][CH2:25][CH2:24][NH2:23])[CH:48]=[CH:47][CH:46]=2)(=[O:51])=[O:50])[CH:56]=1)=[NH:58])([CH3:66])([CH3:65])[CH3:64]. The yield is 0.770. The catalyst is CN(C=O)C. (7) The reactants are [O:1]1[C:5]2[CH:6]=[CH:7][C:8]([CH2:10][CH2:11][C:12]([N:14]3[CH2:19][CH:18]4[CH:16]([C:17]4([C:21]4[CH:22]=[C:23]([NH:27][S:28]([CH3:31])(=[O:30])=[O:29])[CH:24]=[CH:25][CH:26]=4)[CH3:20])[CH2:15]3)=O)=[CH:9][C:4]=2[O:3][CH2:2]1.[H-].[Al+3].[Li+].[H-].[H-].[H-].O.C(=O)([O-])O.[Na+]. The catalyst is O1CCCC1.C(OCC)(=O)C. The product is [O:1]1[C:5]2[CH:6]=[CH:7][C:8]([CH2:10][CH2:11][CH2:12][N:14]3[CH2:19][CH:18]4[CH:16]([C:17]4([C:21]4[CH:22]=[C:23]([NH:27][S:28]([CH3:31])(=[O:30])=[O:29])[CH:24]=[CH:25][CH:26]=4)[CH3:20])[CH2:15]3)=[CH:9][C:4]=2[O:3][CH2:2]1. The yield is 0.340.